This data is from Full USPTO retrosynthesis dataset with 1.9M reactions from patents (1976-2016). The task is: Predict the reactants needed to synthesize the given product. The reactants are: [CH3:1][C:2]([S@:5]([NH2:7])=[O:6])([CH3:4])[CH3:3].[CH:8]1([CH:11]=O)[CH2:10][CH2:9]1. Given the product [CH:8]1(/[CH:11]=[N:7]/[S@@:5]([C:2]([CH3:4])([CH3:3])[CH3:1])=[O:6])[CH2:10][CH2:9]1, predict the reactants needed to synthesize it.